From a dataset of Full USPTO retrosynthesis dataset with 1.9M reactions from patents (1976-2016). Predict the reactants needed to synthesize the given product. (1) Given the product [N:1]1[CH:6]=[CH:5][CH:4]=[CH:3][C:2]=1[N:7]([CH2:30][CH2:31][C:32]([NH:34][S:35]([CH3:38])(=[O:36])=[O:37])=[O:33])[C:8]([C:10]1[CH:29]=[CH:28][C:13]2[N:14]([CH3:27])[C:15]([CH2:17][NH:18][C:19]3[CH:20]=[CH:21][C:22]([C:25](=[NH:26])[NH:39][OH:40])=[CH:23][CH:24]=3)=[N:16][C:12]=2[CH:11]=1)=[O:9], predict the reactants needed to synthesize it. The reactants are: [N:1]1[CH:6]=[CH:5][CH:4]=[CH:3][C:2]=1[N:7]([CH2:30][CH2:31][C:32]([NH:34][S:35]([CH3:38])(=[O:37])=[O:36])=[O:33])[C:8]([C:10]1[CH:29]=[CH:28][C:13]2[N:14]([CH3:27])[C:15]([CH2:17][NH:18][C:19]3[CH:24]=[CH:23][C:22]([C:25]#[N:26])=[CH:21][CH:20]=3)=[N:16][C:12]=2[CH:11]=1)=[O:9].[NH2:39][OH:40].ClCCl.C(O)C. (2) The reactants are: Cl.Br[CH2:3][CH2:4][CH2:5][CH2:6][O:7][CH:8]1[CH2:13][CH2:12][NH:11][CH2:10][CH2:9]1.Cl[C:15]([O:17][CH2:18][CH:19]([CH3:21])[CH3:20])=[O:16].[CH2:22]([NH:24][CH2:25][CH2:26][OH:27])[CH3:23]. Given the product [CH2:18]([O:17][C:15]([N:11]1[CH2:12][CH2:13][CH:8]([O:7][CH2:6][CH2:5][CH2:4][CH2:3][N:24]([CH2:22][CH3:23])[CH2:25][CH2:26][OH:27])[CH2:9][CH2:10]1)=[O:16])[CH:19]([CH3:21])[CH3:20], predict the reactants needed to synthesize it. (3) The reactants are: [NH2:1][C:2]1[CH:11]=[C:10]2[C:5]([CH:6]=[CH:7][CH:8]=[C:9]2[N:12]2[CH2:17][CH2:16][N:15]([CH3:18])[CH2:14][CH2:13]2)=[CH:4][CH:3]=1.C(N(CC)CC)C.[C:26]1([CH3:36])[CH:31]=[CH:30][C:29]([S:32](Cl)(=[O:34])=[O:33])=[CH:28][CH:27]=1.CO.C(OCC)(=O)C. Given the product [C:26]1([CH3:36])[CH:31]=[CH:30][C:29]([S:32]([NH:1][C:2]2[CH:11]=[C:10]3[C:5]([CH:6]=[CH:7][CH:8]=[C:9]3[N:12]3[CH2:17][CH2:16][N:15]([CH3:18])[CH2:14][CH2:13]3)=[CH:4][CH:3]=2)(=[O:34])=[O:33])=[CH:28][CH:27]=1, predict the reactants needed to synthesize it. (4) Given the product [CH:1]([O:4][C:5]1[CH:10]=[CH:9][C:8]([CH:20]=[O:21])=[C:7]([CH3:11])[CH:6]=1)([CH3:3])[CH3:2], predict the reactants needed to synthesize it. The reactants are: [CH:1]([O:4][C:5]1[CH:10]=[CH:9][CH:8]=[C:7]([CH3:11])[CH:6]=1)([CH3:3])[CH3:2].O=P(Cl)(Cl)Cl.CN([CH:20]=[O:21])C.C([O-])(=O)C.[Na+]. (5) Given the product [C:19]([O:18][C:16]([NH:15][C@@H:10]([CH2:9][CH:4]1[CH2:3][CH2:2][NH:1][C:5]1=[O:6])[C:11]([O:13][CH3:14])=[O:12])=[O:17])([CH3:22])([CH3:21])[CH3:20], predict the reactants needed to synthesize it. The reactants are: [NH2:1][CH2:2][CH2:3][CH:4]([CH2:9][C@H:10]([NH:15][C:16]([O:18][C:19]([CH3:22])([CH3:21])[CH3:20])=[O:17])[C:11]([O:13][CH3:14])=[O:12])[C:5](OC)=[O:6].CCN(CC)CC.O.